Dataset: Experimentally validated miRNA-target interactions with 360,000+ pairs, plus equal number of negative samples. Task: Binary Classification. Given a miRNA mature sequence and a target amino acid sequence, predict their likelihood of interaction. (1) The miRNA is hsa-miR-1250-3p with sequence ACAUUUUCCAGCCCAUUCA. The protein sequence of the target gene is MAWPNVFQRGSLLSQFSHHHVVVFLLTFFSYSLLHASRKTFSNVKVSISEQWTPSAFNTSVELPVEIWSSNHLFPSAEKATLFLGTLDTIFLFSYAVGLFISGIVGDRLNLRWVLSFGMCSSALVVFVFGALTEWLRFYNKWLYCCLWIVNGLLQSTGWPCVVAVMGNWFGKAGRGVVFGLWSACASVGNILGACLASSVLQYGYEYAFLVTASVQFAGGIVIFFGLLVSPEEIGLSGIEAEENFEEDSHRPLINGGENEDEYEPNYSIQDDSSVAQVKAISFYQACCLPGVIPYSLAYA.... Result: 1 (interaction). (2) Result: 0 (no interaction). The protein sequence of the target gene is MKAVRNLLIYIFSTYLLVMFGFNAAQDFWCSTLVKGVIYGSYSVSEMFPKNFTNCTWTLENPDPTKYSIYLKFSKKDLSCSNFSLLAYQFDHFSHEKIKDLLRKNHSIMQLCNSKNAFVFLQYDKNFIQIRRVFPTNFPGLQKKGEEDQKSFFEFLVLNKVSPSQFGCHVLCTWLESCLKSENGRTESCGIMYTKCTCPQHLGEWGIDDQSLILLNNVVLPLNEQTEGCLTQELQTTQVCNLTREAKRPPKEEFGMMGDHTIKSQRPRSVHEKRVPQEQADAAKFMAQTGESGVEEWSQW.... The miRNA is hsa-miR-4517 with sequence AAAUAUGAUGAAACUCACAGCUGAG.